This data is from Full USPTO retrosynthesis dataset with 1.9M reactions from patents (1976-2016). The task is: Predict the reactants needed to synthesize the given product. (1) Given the product [C:24]([O:27][CH2:28][C:29]1[C:34]([N:35]2[CH2:47][CH2:46][N:38]3[C:39]4[CH2:40][CH2:41][CH2:42][CH2:43][C:44]=4[CH:45]=[C:37]3[C:36]2=[O:48])=[CH:33][C:32]([F:49])=[CH:31][C:30]=1[C:2]1[N:3]=[C:4]([NH:10][C:11]2[CH:12]=[N:13][C:14]([N:17]3[CH2:22][CH2:21][N:20]([CH3:23])[CH2:19][CH2:18]3)=[CH:15][CH:16]=2)[C:5](=[O:9])[N:6]([CH3:8])[CH:7]=1)(=[O:26])[CH3:25], predict the reactants needed to synthesize it. The reactants are: Br[C:2]1[N:3]=[C:4]([NH:10][C:11]2[CH:12]=[N:13][C:14]([N:17]3[CH2:22][CH2:21][N:20]([CH3:23])[CH2:19][CH2:18]3)=[CH:15][CH:16]=2)[C:5](=[O:9])[N:6]([CH3:8])[CH:7]=1.[C:24]([O:27][CH2:28][C:29]1[C:34]([N:35]2[CH2:47][CH2:46][N:38]3[C:39]4[CH2:40][CH2:41][CH2:42][CH2:43][C:44]=4[CH:45]=[C:37]3[C:36]2=[O:48])=[CH:33][C:32]([F:49])=[CH:31][C:30]=1B1OC(C)(C)C(C)(C)O1)(=[O:26])[CH3:25].CC([O-])=O.[Na+]. (2) Given the product [CH3:29][C:30]1[N:31]([C:13]2[CH:18]=[CH:17][C:16]([C:19]3[C:20](=[O:28])[NH:21][C:22]4([CH2:27][CH2:26][CH2:25][CH2:24]4)[N:23]=3)=[CH:15][CH:14]=2)[CH:32]=[CH:33][N:34]=1, predict the reactants needed to synthesize it. The reactants are: N[C@@H](C(O)=O)CC1N=CNC=1.Br[C:13]1[CH:18]=[CH:17][C:16]([C:19]2[C:20](=[O:28])[NH:21][C:22]3([CH2:27][CH2:26][CH2:25][CH2:24]3)[N:23]=2)=[CH:15][CH:14]=1.[CH3:29][C:30]1[NH:31][CH:32]=[CH:33][N:34]=1.C(=O)([O-])[O-].[K+].[K+].C(=O)(O)[O-].[Na+]. (3) The reactants are: [C:1]([O:5][C:6]([N:8]1[CH2:12][CH:11]([OH:13])[CH2:10][N:9]1[C:14]([O:16][CH2:17][C:18]1[CH:23]=[CH:22][CH:21]=[CH:20][CH:19]=1)=[O:15])=[O:7])([CH3:4])([CH3:3])[CH3:2].[CH3:24][C:25]([CH3:30])([CH3:29])[C:26](Cl)=[O:27].ClCCl. Given the product [C:1]([O:5][C:6]([N:8]1[CH2:12][CH:11]([O:13][C:26](=[O:27])[C:25]([CH3:30])([CH3:29])[CH3:24])[CH2:10][N:9]1[C:14]([O:16][CH2:17][C:18]1[CH:23]=[CH:22][CH:21]=[CH:20][CH:19]=1)=[O:15])=[O:7])([CH3:4])([CH3:2])[CH3:3], predict the reactants needed to synthesize it. (4) Given the product [C:23]([C:22]1[CH:25]=[C:18]([C:16]2[S:17][C:13]([C:8]3[CH:7]=[CH:6][CH:5]=[C:4]4[C:9]=3[CH2:10][CH2:11][CH2:12][C@H:3]4[NH:2][CH2:31][C:32]([O:34][CH3:35])=[O:33])=[N:14][N:15]=2)[CH:19]=[CH:20][C:21]=1[O:26][CH:27]([CH3:29])[CH3:28])#[N:24], predict the reactants needed to synthesize it. The reactants are: Cl.[NH2:2][C@@H:3]1[CH2:12][CH2:11][CH2:10][C:9]2[C:8]([C:13]3[S:17][C:16]([C:18]4[CH:19]=[CH:20][C:21]([O:26][CH:27]([CH3:29])[CH3:28])=[C:22]([CH:25]=4)[C:23]#[N:24])=[N:15][N:14]=3)=[CH:7][CH:6]=[CH:5][C:4]1=2.Br[CH2:31][C:32]([O:34][CH3:35])=[O:33].C([O-])([O-])=O.[K+].[K+]. (5) The reactants are: [O:1]([C:8]1[C:9]([NH:21][C:22]2[S:26][N:25]=[C:24]([CH:27]3[CH2:32][CH2:31][NH:30][CH2:29][CH2:28]3)[N:23]=2)=[N:10][CH:11]=[C:12]([S:14][C:15]2[CH:20]=[CH:19][CH:18]=[CH:17][N:16]=2)[CH:13]=1)[C:2]1[CH:7]=[CH:6][CH:5]=[CH:4][CH:3]=1.[C:33]([O:37][C:38](CC(O)=O)=[O:39])([CH3:36])([CH3:35])[CH3:34].Cl.[CH2:45]([N:47]=C=NCCCN(C)C)[CH3:46].C(N(CC)CC)C.[OH2:63]. Given the product [O:63]=[C:46]([N:30]1[CH2:31][CH2:32][CH:27]([C:24]2[N:23]=[C:22]([NH:21][C:9]3[C:8]([O:1][C:2]4[CH:7]=[CH:6][CH:5]=[CH:4][CH:3]=4)=[CH:13][C:12]([S:14][C:15]4[CH:20]=[CH:19][CH:18]=[CH:17][N:16]=4)=[CH:11][N:10]=3)[S:26][N:25]=2)[CH2:28][CH2:29]1)[CH2:45][NH:47][C:38](=[O:39])[O:37][C:33]([CH3:34])([CH3:35])[CH3:36], predict the reactants needed to synthesize it. (6) Given the product [CH2:12]([O:19][C:20]1[CH:21]=[C:22]2[C:27]([C:6]([O:9][CH3:1])=[O:7])=[C:28]([C:29]3[CH:34]=[CH:33][C:32]([F:35])=[CH:31][CH:30]=3)[O:26][C:23]2=[CH:24][N:25]=1)[C:13]1[CH:14]=[CH:15][CH:16]=[CH:17][CH:18]=1, predict the reactants needed to synthesize it. The reactants are: [C:1]([O-])(=O)C.[Na+].[C:6]([O-:9])([O-])=[O:7].[K+].[K+].[CH2:12]([O:19][C:20]1[N:25]=[CH:24][C:23]([OH:26])=[C:22]([C:27]#[C:28][C:29]2[CH:34]=[CH:33][C:32]([F:35])=[CH:31][CH:30]=2)[CH:21]=1)[C:13]1[CH:18]=[CH:17][CH:16]=[CH:15][CH:14]=1. (7) Given the product [Cl:1][C:2]1[CH:3]=[C:4]([C@@H:8]2[C@@H:13]([C:14]3[CH:19]=[CH:18][C:17]([Cl:20])=[CH:16][CH:15]=3)[N:12]([C@@H:21]([CH2:24][CH3:25])[CH2:22][N:37]3[CH2:38][C:35]([OH:39])([C:34]([F:41])([F:40])[F:33])[CH2:36]3)[C:11](=[O:26])[C@:10]([CH2:28][C:29]([OH:31])=[O:30])([CH3:27])[CH2:9]2)[CH:5]=[CH:6][CH:7]=1, predict the reactants needed to synthesize it. The reactants are: [Cl:1][C:2]1[CH:3]=[C:4]([C@@H:8]2[C@@H:13]([C:14]3[CH:19]=[CH:18][C:17]([Cl:20])=[CH:16][CH:15]=3)[N:12]([C@@H:21]([CH2:24][CH3:25])[CH:22]=O)[C:11](=[O:26])[C@:10]([CH2:28][C:29]([OH:31])=[O:30])([CH3:27])[CH2:9]2)[CH:5]=[CH:6][CH:7]=1.Cl.[F:33][C:34]([F:41])([F:40])[C:35]1([OH:39])[CH2:38][NH:37][CH2:36]1.C(O[BH-](OC(=O)C)OC(=O)C)(=O)C.[Na+].